Dataset: NCI-60 drug combinations with 297,098 pairs across 59 cell lines. Task: Regression. Given two drug SMILES strings and cell line genomic features, predict the synergy score measuring deviation from expected non-interaction effect. (1) Drug 1: C1=CC(=CC=C1CCCC(=O)O)N(CCCl)CCCl. Drug 2: CCC1(CC2CC(C3=C(CCN(C2)C1)C4=CC=CC=C4N3)(C5=C(C=C6C(=C5)C78CCN9C7C(C=CC9)(C(C(C8N6C)(C(=O)OC)O)OC(=O)C)CC)OC)C(=O)OC)O.OS(=O)(=O)O. Cell line: SK-MEL-2. Synergy scores: CSS=36.5, Synergy_ZIP=-7.84, Synergy_Bliss=-9.34, Synergy_Loewe=-22.0, Synergy_HSA=-8.05. (2) Drug 1: CN1C2=C(C=C(C=C2)N(CCCl)CCCl)N=C1CCCC(=O)O.Cl. Drug 2: C#CCC(CC1=CN=C2C(=N1)C(=NC(=N2)N)N)C3=CC=C(C=C3)C(=O)NC(CCC(=O)O)C(=O)O. Cell line: SK-MEL-5. Synergy scores: CSS=-2.46, Synergy_ZIP=1.53, Synergy_Bliss=-2.94, Synergy_Loewe=-5.30, Synergy_HSA=-8.39. (3) Drug 1: CC1=CC2C(CCC3(C2CCC3(C(=O)C)OC(=O)C)C)C4(C1=CC(=O)CC4)C. Drug 2: C1CC(C1)(C(=O)O)C(=O)O.[NH2-].[NH2-].[Pt+2]. Cell line: SN12C. Synergy scores: CSS=15.7, Synergy_ZIP=-4.79, Synergy_Bliss=-2.49, Synergy_Loewe=-7.84, Synergy_HSA=-0.996. (4) Drug 1: CC(CN1CC(=O)NC(=O)C1)N2CC(=O)NC(=O)C2. Drug 2: COC1=NC(=NC2=C1N=CN2C3C(C(C(O3)CO)O)O)N. Cell line: OVCAR-8. Synergy scores: CSS=28.0, Synergy_ZIP=-2.02, Synergy_Bliss=5.36, Synergy_Loewe=1.78, Synergy_HSA=5.79. (5) Drug 1: CC1=CC2C(CCC3(C2CCC3(C(=O)C)OC(=O)C)C)C4(C1=CC(=O)CC4)C. Cell line: RXF 393. Synergy scores: CSS=4.89, Synergy_ZIP=-1.95, Synergy_Bliss=-1.63, Synergy_Loewe=-33.2, Synergy_HSA=-5.59. Drug 2: CN(CCCl)CCCl.Cl. (6) Drug 1: CC=C1C(=O)NC(C(=O)OC2CC(=O)NC(C(=O)NC(CSSCCC=C2)C(=O)N1)C(C)C)C(C)C. Drug 2: C(CC(=O)O)C(=O)CN.Cl. Cell line: NCIH23. Synergy scores: CSS=55.5, Synergy_ZIP=-5.01, Synergy_Bliss=-7.68, Synergy_Loewe=-30.9, Synergy_HSA=-4.70. (7) Drug 1: CC12CCC3C(C1CCC2=O)CC(=C)C4=CC(=O)C=CC34C. Drug 2: CC12CCC3C(C1CCC2O)C(CC4=C3C=CC(=C4)O)CCCCCCCCCS(=O)CCCC(C(F)(F)F)(F)F. Cell line: HOP-92. Synergy scores: CSS=14.3, Synergy_ZIP=-3.13, Synergy_Bliss=-4.66, Synergy_Loewe=-4.28, Synergy_HSA=-4.21.